This data is from Reaction yield outcomes from USPTO patents with 853,638 reactions. The task is: Predict the reaction yield, written as a fraction of the theoretical maximum amount of product (1.0 means a 100% yield; for example, 0.34 means a 34% yield). (1) The reactants are [CH2:1]([N:8]1[C:13](=[O:14])[C:12]([CH2:15][C:16]2[CH:21]=[CH:20][C:19]([C:22]3[C:23]([C:28]#[N:29])=[CH:24][CH:25]=[CH:26][CH:27]=3)=[CH:18][CH:17]=2)=[C:11]([CH2:30][CH2:31][CH2:32][CH3:33])[N:10]=[C:9]1[CH2:34]O)[C:2]1[CH:7]=[CH:6][CH:5]=[CH:4][CH:3]=1.COCCN(S(F)(F)[F:46])CCOC.C(=O)([O-])O.[Na+]. The catalyst is ClCCl. The product is [CH2:1]([N:8]1[C:13](=[O:14])[C:12]([CH2:15][C:16]2[CH:21]=[CH:20][C:19]([C:22]3[C:23]([C:28]#[N:29])=[CH:24][CH:25]=[CH:26][CH:27]=3)=[CH:18][CH:17]=2)=[C:11]([CH2:30][CH2:31][CH2:32][CH3:33])[N:10]=[C:9]1[CH2:34][F:46])[C:2]1[CH:7]=[CH:6][CH:5]=[CH:4][CH:3]=1. The yield is 0.410. (2) The reactants are [Cl:1][C:2]1[CH:7]=[C:6](/[CH:8]=[CH:9]/[CH:10]([C:15]2[CH:20]=[C:19]([Cl:21])[C:18]([Cl:22])=[C:17]([Cl:23])[CH:16]=2)[C:11]([F:14])([F:13])[F:12])[CH:5]=[CH:4][C:3]=1[CH2:24][NH2:25].Cl[C:27](=[O:32])[C:28]([O:30][CH3:31])=[O:29]. The catalyst is C(Cl)Cl. The product is [Cl:1][C:2]1[CH:7]=[C:6](/[CH:8]=[CH:9]/[CH:10]([C:15]2[CH:20]=[C:19]([Cl:21])[C:18]([Cl:22])=[C:17]([Cl:23])[CH:16]=2)[C:11]([F:14])([F:13])[F:12])[CH:5]=[CH:4][C:3]=1[CH2:24][NH:25][C:27](=[O:32])[C:28]([O:30][CH3:31])=[O:29]. The yield is 0.500. (3) The reactants are Br[C:2]1[CH:3]=[CH:4][C:5]([F:27])=[C:6]([CH2:8][CH2:9][N:10]2[CH2:15][CH2:14][N:13]([C:16]3[CH:25]=[CH:24][CH:23]=[C:22]4[C:17]=3[CH:18]=[CH:19][C:20]([CH3:26])=[N:21]4)[CH2:12][CH2:11]2)[CH:7]=1.[CH3:28][C:29]([CH3:34])([CH3:33])[C:30]([NH2:32])=[O:31]. No catalyst specified. The product is [F:27][C:5]1[CH:4]=[CH:3][C:2]([NH:32][C:30](=[O:31])[C:29]([CH3:34])([CH3:33])[CH3:28])=[CH:7][C:6]=1[CH2:8][CH2:9][N:10]1[CH2:15][CH2:14][N:13]([C:16]2[CH:25]=[CH:24][CH:23]=[C:22]3[C:17]=2[CH:18]=[CH:19][C:20]([CH3:26])=[N:21]3)[CH2:12][CH2:11]1. The yield is 0.520.